From a dataset of Peptide-MHC class II binding affinity with 134,281 pairs from IEDB. Regression. Given a peptide amino acid sequence and an MHC pseudo amino acid sequence, predict their binding affinity value. This is MHC class II binding data. (1) The peptide sequence is AQGYQQLSQQMMTAF. The MHC is HLA-DQA10501-DQB10301 with pseudo-sequence HLA-DQA10501-DQB10301. The binding affinity (normalized) is 0.175. (2) The peptide sequence is RLIAFTSEHSHF. The MHC is DRB1_1201 with pseudo-sequence DRB1_1201. The binding affinity (normalized) is 0.186. (3) The peptide sequence is SWMIRILIGILVLWI. The MHC is DRB1_0101 with pseudo-sequence DRB1_0101. The binding affinity (normalized) is 0.379. (4) The peptide sequence is ITNFRAILTAFSPAQ. The MHC is DRB5_0101 with pseudo-sequence DRB5_0101. The binding affinity (normalized) is 0.408. (5) The MHC is DRB1_0701 with pseudo-sequence DRB1_0701. The peptide sequence is SSMHLIVQNAYKQMI. The binding affinity (normalized) is 0.557. (6) The MHC is DRB1_1201 with pseudo-sequence DRB1_1201. The binding affinity (normalized) is 0.670. The peptide sequence is KEDFLGSLVKEIPPRLLYAK.